Dataset: Forward reaction prediction with 1.9M reactions from USPTO patents (1976-2016). Task: Predict the product of the given reaction. (1) Given the reactants C(=O)([O-])[O-].[K+].[K+].F[C:8]1[CH:17]=[CH:16][C:11]([C:12]([O:14]C)=[O:13])=[CH:10][C:9]=1[C:18](OC)=O.[Br:22][C:23]1[CH:28]=[CH:27][CH:26]=[CH:25][C:24]=1O.[C:30]([O:33]CC)(=[O:32])[CH3:31], predict the reaction product. The product is: [CH3:18][C:9]1[C:8]([C:24]2[CH:25]=[CH:26][CH:27]=[CH:28][C:23]=2[Br:22])=[C:31]([C:30]([OH:33])=[O:32])[C:16]([CH3:17])=[C:11]([CH:10]=1)[C:12]([OH:14])=[O:13]. (2) Given the reactants [N:1]1([CH2:6][CH2:7][N:8]2[CH2:13][CH2:12][S:11][C:10]3[CH:14]=[C:15]([NH:18][C:19]([C:21]4[S:22][CH:23]=[CH:24][CH:25]=4)=[NH:20])[CH:16]=[CH:17][C:9]2=3)[CH2:5][CH2:4][CH2:3][CH2:2]1.[ClH:26].CCOCC, predict the reaction product. The product is: [ClH:26].[ClH:26].[N:1]1([CH2:6][CH2:7][N:8]2[CH2:13][CH2:12][S:11][C:10]3[CH:14]=[C:15]([NH:18][C:19]([C:21]4[S:22][CH:23]=[CH:24][CH:25]=4)=[NH:20])[CH:16]=[CH:17][C:9]2=3)[CH2:2][CH2:3][CH2:4][CH2:5]1. (3) The product is: [NH2:17][C:16]1[N:15]=[CH:14][N:13]=[C:12]2[N:8]([C:4]3[CH:3]=[C:2]([NH:1][C:22](=[O:23])[CH2:21][CH2:20][O:19][CH3:18])[CH:7]=[CH:6][CH:5]=3)[N:9]=[CH:10][C:11]=12. Given the reactants [NH2:1][C:2]1[CH:3]=[C:4]([N:8]2[C:12]3=[N:13][CH:14]=[N:15][C:16]([NH2:17])=[C:11]3[CH:10]=[N:9]2)[CH:5]=[CH:6][CH:7]=1.[CH3:18][O:19][CH2:20][CH2:21][C:22](O)=[O:23].Cl.CN(C)CCCN=C=NCC.ON1C2C=CC=CC=2N=N1, predict the reaction product. (4) Given the reactants [CH3:1][N:2]([CH:6]1[CH2:19][C:18]2[C:9]([CH3:28])([CH:10]3[CH:15]([CH2:16][CH:17]=2)[CH:14]2[CH2:20][CH2:21][CH:22]4[CH:23]([CH3:27])[N:24]([CH3:26])[CH2:25][C:13]24[CH2:12][CH2:11]3)[CH2:8][CH2:7]1)[C:3](Cl)=[O:4].[CH2:29]([OH:33])[CH2:30][CH2:31][OH:32], predict the reaction product. The product is: [OH:32][CH2:31][CH2:30][CH2:29][O:33][C:3](=[O:4])[N:2]([CH3:1])[CH:6]1[CH2:19][C:18]2[C:9]([CH3:28])([CH:10]3[CH:15]([CH2:16][CH:17]=2)[CH:14]2[CH2:20][CH2:21][CH:22]4[CH:23]([CH3:27])[N:24]([CH3:26])[CH2:25][C:13]24[CH2:12][CH2:11]3)[CH2:8][CH2:7]1. (5) The product is: [CH3:54][O:53][CH2:52][CH2:51][O:50][C:48](=[O:49])[NH:4][C:5]1[CH:6]=[CH:7][C:8]([C:11]2[NH:12][C:13]([C@H:16]3[N:24]4[C:19](=[CH:20][C:21]([C:26]5[CH:31]=[C:30]([Cl:32])[CH:29]=[CH:28][C:27]=5[N:33]5[CH:37]=[N:36][N:35]=[N:34]5)=[CH:22][C:23]4=[O:25])[CH2:18][CH2:17]3)=[CH:14][N:15]=2)=[CH:9][CH:10]=1. Given the reactants ClCCl.[NH2:4][C:5]1[CH:10]=[CH:9][C:8]([C:11]2[NH:12][C:13]([C@H:16]3[N:24]4[C:19](=[CH:20][C:21]([C:26]5[CH:31]=[C:30]([Cl:32])[CH:29]=[CH:28][C:27]=5[N:33]5[CH:37]=[N:36][N:35]=[N:34]5)=[CH:22][C:23]4=[O:25])[CH2:18][CH2:17]3)=[CH:14][N:15]=2)=[CH:7][CH:6]=1.C(N(CC)C(C)C)(C)C.Cl[C:48]([O:50][CH2:51][CH2:52][O:53][CH3:54])=[O:49], predict the reaction product.